Dataset: Catalyst prediction with 721,799 reactions and 888 catalyst types from USPTO. Task: Predict which catalyst facilitates the given reaction. (1) Reactant: [F:1][C:2]1[CH:10]=[CH:9][C:8]([CH2:11][C:12]2[CH:17]=[C:16]([C:18]([F:24])([F:23])[C:19]([F:22])([F:21])[F:20])[C:15](=[O:25])[NH:14][N:13]=2)=[CH:7][C:3]=1[C:4]([OH:6])=O.[F:26][C:27]([F:32])([F:31])[C:28]([O-:30])=[O:29].[CH:33]1([N:38]2[CH2:43][CH2:42][NH2+:41][CH2:40][C:39]2=[O:44])[CH2:37][CH2:36][CH2:35][CH2:34]1.CN(C(ON1N=NC2C=CC=CC1=2)=[N+](C)C)C.[B-](F)(F)(F)F.CN1CCOCC1. Product: [F:26][C:27]([F:32])([F:31])[C:28]([O-:30])=[O:29].[CH:33]1([N:38]2[CH2:43][CH2:42][N:41]([C:4]([C:3]3[CH:7]=[C:8]([CH:9]=[CH:10][C:2]=3[F:1])[CH2:11][C:12]3[CH:17]=[C:16]([C:18]([F:24])([F:23])[C:19]([F:22])([F:21])[F:20])[C:15](=[O:25])[NH:14][NH+:13]=3)=[O:6])[CH2:40][C:39]2=[O:44])[CH2:37][CH2:36][CH2:35][CH2:34]1. The catalyst class is: 85. (2) Reactant: Br[C:2]1[N:6]2[C:7]3[CH:14]=[C:13]([O:15][CH:16]([CH3:18])[CH3:17])[C:12]([O:19][CH3:20])=[CH:11][C:8]=3[O:9][CH2:10][C:5]2=[C:4]([C:21]([O:23][CH2:24][CH3:25])=[O:22])[N:3]=1.[S:26]1[CH:30]=[CH:29][C:28](B(O)O)=[CH:27]1.C([O-])([O-])=O.[K+].[K+]. Product: [CH:16]([O:15][C:13]1[C:12]([O:19][CH3:20])=[CH:11][C:8]2[O:9][CH2:10][C:5]3[N:6]([C:2]([C:28]4[CH:29]=[CH:30][S:26][CH:27]=4)=[N:3][C:4]=3[C:21]([O:23][CH2:24][CH3:25])=[O:22])[C:7]=2[CH:14]=1)([CH3:18])[CH3:17]. The catalyst class is: 70.